This data is from Catalyst prediction with 721,799 reactions and 888 catalyst types from USPTO. The task is: Predict which catalyst facilitates the given reaction. (1) Reactant: [C:1]1([CH2:7][CH2:8][C:9]([OH:11])=O)[CH:6]=[CH:5][CH:4]=[CH:3][CH:2]=1.[NH2:12][C:13]1[CH:14]=[C:15]2[CH2:30][C:20]3([C:28]4[C:23](=[N:24][CH:25]=[CH:26][CH:27]=4)[NH:22][C:21]3=[O:29])[CH2:19][C:16]2=[N:17][CH:18]=1.C1CN(C(Cl)=[N+]2CCCC2)CC1.F[P-](F)(F)(F)(F)F.C(N(CC)C(C)C)(C)C. Product: [O:29]=[C:21]1[NH:22][C:23]2=[N:24][CH:25]=[CH:26][CH:27]=[C:28]2[C:20]21[CH2:19][C:16]1=[N:17][CH:18]=[C:13]([NH:12][C:9](=[O:11])[CH2:8][CH2:7][C:1]3[CH:2]=[CH:3][CH:4]=[CH:5][CH:6]=3)[CH:14]=[C:15]1[CH2:30]2. The catalyst class is: 1. (2) Reactant: N(C(N1CCCCC1)=O)=NC(N1CCCCC1)=O.[NH2:19][C:20]1[CH:21]=[C:22]([OH:30])[CH:23]=[C:24]([CH2:26][CH2:27][CH2:28][CH3:29])[CH:25]=1.[NH:31]1[C:39]2[C:34](=[CH:35][CH:36]=[CH:37][CH:38]=2)[C:33]([CH2:40]O)=[CH:32]1.C1C=CC(P(C2C=CC=CC=2)C2C=CC=CC=2)=CC=1. Product: [NH:31]1[C:39]2[C:34](=[CH:35][CH:36]=[CH:37][CH:38]=2)[C:33]([CH2:40][C:23]2[C:24]([CH2:26][CH2:27][CH2:28][CH3:29])=[CH:25][C:20]([NH2:19])=[CH:21][C:22]=2[OH:30])=[CH:32]1. The catalyst class is: 1. (3) Reactant: [Cl:1][C:2]1[N:10]=[C:9]([Cl:11])[CH:8]=[C:7]([Cl:12])[C:3]=1[C:4]([OH:6])=O.C(Cl)(=O)C(Cl)=O.[NH2:19][CH2:20][CH2:21][NH:22][C:23](=[O:29])[O:24][C:25]([CH3:28])([CH3:27])[CH3:26].C(N(CC)CC)C. Product: [Cl:1][C:2]1[N:10]=[C:9]([Cl:11])[CH:8]=[C:7]([Cl:12])[C:3]=1[C:4]([NH:19][CH2:20][CH2:21][NH:22][C:23](=[O:29])[O:24][C:25]([CH3:27])([CH3:26])[CH3:28])=[O:6]. The catalyst class is: 120. (4) The catalyst class is: 8. Product: [CH3:1][C:2]1[N:3]=[C:4]([C:13]2[CH:18]=[CH:17][CH:16]=[CH:15][CH:14]=2)[N:5]2[C:10]=1[CH:9]=[N:8][C:7]([NH:49][C:46]1[CH:45]=[CH:44][C:43]([NH:42][C:40](=[O:41])[CH3:39])=[CH:48][CH:47]=1)=[N:6]2. Reactant: [CH3:1][C:2]1[N:3]=[C:4]([C:13]2[CH:18]=[CH:17][CH:16]=[CH:15][CH:14]=2)[N:5]2[C:10]=1[CH:9]=[N:8][C:7](SC)=[N:6]2.CC1N=C(C2C=CC=CC=2)N2C=1C=NC(S(C)(=O)=O)=N2.[CH3:39][C:40]([NH:42][C:43]1[CH:48]=[CH:47][C:46]([NH2:49])=[CH:45][CH:44]=1)=[O:41]. (5) Reactant: Cl[C:2]1[CH:7]=[C:6]([O:8][C:9]2[CH:14]=[CH:13][C:12]([NH2:15])=[C:11]([F:16])[C:10]=2[CH3:17])[CH:5]=[CH:4][N:3]=1.[CH3:18][N:19]1[CH:23]=[C:22](B2OC(C)(C)C(C)(C)O2)[CH:21]=[N:20]1.C([O-])([O-])=O.[Na+].[Na+]. Product: [F:16][C:11]1[C:10]([CH3:17])=[C:9]([O:8][C:6]2[CH:5]=[CH:4][N:3]=[C:2]([C:22]3[CH:21]=[N:20][N:19]([CH3:18])[CH:23]=3)[CH:7]=2)[CH:14]=[CH:13][C:12]=1[NH2:15]. The catalyst class is: 73. (6) Reactant: [C:14]1(P([C:14]2[CH:19]=[CH:18][CH:17]=[CH:16][CH:15]=2)[C:14]2[CH:19]=[CH:18][CH:17]=[CH:16][CH:15]=2)[CH:19]=[CH:18][CH:17]=[CH:16][CH:15]=1.[Br:20][C:21]1[CH:22]=[C:23]2[C:28](=[CH:29][CH:30]=1)[N:27]=[C:26]([OH:31])[CH:25]=[N:24]2.O1[CH2:36][CH2:35][CH2:34]C1.N(C(OC(C)C)=O)=N[C:39](OC(C)C)=O. Product: [Br:20][C:21]1[CH:22]=[C:23]2[C:28](=[CH:29][CH:30]=1)[N:27]=[C:26]([O:31][CH:14]1[CH2:15][CH2:16][CH:17]([C:35]([CH3:34])([CH3:36])[CH3:39])[CH2:18][CH2:19]1)[CH:25]=[N:24]2. The catalyst class is: 413.